From a dataset of Full USPTO retrosynthesis dataset with 1.9M reactions from patents (1976-2016). Predict the reactants needed to synthesize the given product. Given the product [CH3:15][C:16]1[N:17]=[CH:18][N:19]([C:2]2[CH:7]=[C:6]([C:8]([F:11])([F:10])[F:9])[CH:5]=[C:4]([N+:12]([O-:14])=[O:13])[CH:3]=2)[CH:20]=1, predict the reactants needed to synthesize it. The reactants are: Br[C:2]1[CH:7]=[C:6]([C:8]([F:11])([F:10])[F:9])[CH:5]=[C:4]([N+:12]([O-:14])=[O:13])[CH:3]=1.[CH3:15][C:16]1[N:17]=[CH:18][NH:19][CH:20]=1.C(=O)([O-])[O-].[K+].[K+].C(N)CN.